This data is from Forward reaction prediction with 1.9M reactions from USPTO patents (1976-2016). The task is: Predict the product of the given reaction. (1) Given the reactants [Br:1][C:2]1[CH:7]=[C:6]([Br:8])[CH:5]=[CH:4][C:3]=1[OH:9].C[N:11]([CH3:18])[C:12]1[CH:17]=[CH:16][CH:15]=[CH:14][CH:13]=1.ClC(Cl)(O[C:23](=[O:29])OC(Cl)(Cl)Cl)Cl.[CH2:31]1COCC1, predict the reaction product. The product is: [CH2:15]([CH:16]1[CH2:17][CH2:12][N:11]([C:23]([O:9][C:3]2[CH:4]=[CH:5][C:6]([Br:8])=[CH:7][C:2]=2[Br:1])=[O:29])[CH2:18][CH2:31]1)[C:14]#[CH:13]. (2) Given the reactants [CH2:1]([O:8][C:9]1[CH:14]=[C:13]([OH:15])[CH:12]=[CH:11][C:10]=1/[CH:16]=[CH:17]/[C:18]([O:20][CH2:21][CH3:22])=[O:19])[C:2]1[CH:7]=[CH:6][CH:5]=[CH:4][CH:3]=1.I[CH2:24][CH2:25][CH3:26].C(=O)([O-])[O-].[K+].[K+].O, predict the reaction product. The product is: [CH2:1]([O:8][C:9]1[CH:14]=[C:13]([O:15][CH2:24][CH2:25][CH3:26])[CH:12]=[CH:11][C:10]=1/[CH:16]=[CH:17]/[C:18]([O:20][CH2:21][CH3:22])=[O:19])[C:2]1[CH:3]=[CH:4][CH:5]=[CH:6][CH:7]=1. (3) Given the reactants [C:1]([C:3]1[CH:8]=[CH:7][C:6]([N:9]([CH2:16][C:17]([F:20])([F:19])[F:18])[CH:10]([CH2:14][CH3:15])[C:11](O)=[O:12])=[CH:5][C:4]=1[C:21]([F:24])([F:23])[F:22])#[N:2].[F:25][C:26]1[CH:32]=[CH:31][C:29]([NH2:30])=[CH:28][CH:27]=1, predict the reaction product. The product is: [C:1]([C:3]1[CH:8]=[CH:7][C:6]([N:9]([CH2:16][C:17]([F:20])([F:19])[F:18])[CH:10]([CH2:14][CH3:15])[C:11]([NH:30][C:29]2[CH:31]=[CH:32][C:26]([F:25])=[CH:27][CH:28]=2)=[O:12])=[CH:5][C:4]=1[C:21]([F:22])([F:24])[F:23])#[N:2].